From a dataset of Reaction yield outcomes from USPTO patents with 853,638 reactions. Predict the reaction yield, written as a fraction of the theoretical maximum amount of product (1.0 means a 100% yield; for example, 0.34 means a 34% yield). The reactants are [H-].[Na+].[CH2:3]([OH:10])[C:4]1[CH:9]=[CH:8][CH:7]=[CH:6][CH:5]=1.[Br:11][C:12]1[CH:17]=[C:16](F)[CH:15]=[C:14]([F:19])[CH:13]=1.O. The catalyst is C1COCC1. The product is [Br:11][C:12]1[CH:17]=[C:16]([O:10][CH2:3][C:4]2[CH:9]=[CH:8][CH:7]=[CH:6][CH:5]=2)[CH:15]=[C:14]([F:19])[CH:13]=1. The yield is 0.980.